Dataset: Catalyst prediction with 721,799 reactions and 888 catalyst types from USPTO. Task: Predict which catalyst facilitates the given reaction. (1) Reactant: [Cl:1][C:2]1[C:3]([N+:11]([O-:13])=[O:12])=[C:4]([CH:8]=[CH:9][CH:10]=1)[C:5]([OH:7])=O.C(Cl)(=O)C(Cl)=O.CN(C=O)C.[C:25]1([CH3:33])[CH:30]=[CH:29][CH:28]=[C:27]([Mg]Br)[CH:26]=1. Product: [Cl:1][C:2]1[C:3]([N+:11]([O-:13])=[O:12])=[C:4]([C:5]([C:27]2[CH:26]=[C:25]([CH3:33])[CH:30]=[CH:29][CH:28]=2)=[O:7])[CH:8]=[CH:9][CH:10]=1. The catalyst class is: 7. (2) Reactant: [OH:1][C:2]1[CH:15]=[CH:14][C:5]([C:6]([C:8]2[CH:13]=[CH:12][CH:11]=[CH:10][CH:9]=2)=[O:7])=[CH:4][CH:3]=1.C(=O)([O-])[O-].[K+].[K+].Br[CH2:23][CH2:24][CH2:25][Cl:26]. Product: [Cl:26][CH2:25][CH2:24][CH2:23][O:1][C:2]1[CH:3]=[CH:4][C:5]([C:6]([C:8]2[CH:13]=[CH:12][CH:11]=[CH:10][CH:9]=2)=[O:7])=[CH:14][CH:15]=1. The catalyst class is: 9. (3) Reactant: C(OCC)(=O)C.CO.[CH3:9][O:10][C:11]1[CH:12]=[C:13]2[C:18](=[CH:19][C:20]=1[CH2:21][NH:22][C@H:23]1[CH2:28][CH2:27][CH2:26][NH:25][C@H:24]1[C:29]1[CH:34]=[CH:33][CH:32]=[CH:31][CH:30]=1)[N:17]([CH3:35])[C:16](=[O:36])[CH2:15][CH2:14]2.C(=O)([O-])[O-].[K+].[K+].[O:43]=[C:44]1[NH:48][CH:47]([CH2:49]OS(C2C=CC(C)=CC=2)(=O)=O)[CH2:46][CH2:45]1. Product: [CH3:9][O:10][C:11]1[CH:12]=[C:13]2[C:18](=[CH:19][C:20]=1[CH2:21][NH:22][C@H:23]1[CH2:28][CH2:27][CH2:26][N:25]([CH2:49][C@@H:47]3[CH2:46][CH2:45][C:44](=[O:43])[NH:48]3)[C@H:24]1[C:29]1[CH:34]=[CH:33][CH:32]=[CH:31][CH:30]=1)[N:17]([CH3:35])[C:16](=[O:36])[CH2:15][CH2:14]2. The catalyst class is: 85. (4) Reactant: [NH:1]1[CH2:6][CH2:5][CH:4]([C:7]2[CH:15]=[CH:14][CH:13]=[C:12]3[C:8]=2[CH2:9][C:10](=[O:16])[NH:11]3)[CH2:3][CH2:2]1.[CH2:17]([NH:24][C:25]([C:27]1[C:31]([CH3:32])=[C:30]([CH:33]=O)[NH:29][CH:28]=1)=[O:26])[C:18]1[CH:23]=[CH:22][CH:21]=[CH:20][CH:19]=1. Product: [CH2:17]([NH:24][C:25]([C:27]1[C:31]([CH3:32])=[C:30]([CH:33]=[C:9]2[C:8]3[C:12](=[CH:13][CH:14]=[CH:15][C:7]=3[CH:4]3[CH2:3][CH2:2][NH:1][CH2:6][CH2:5]3)[NH:11][C:10]2=[O:16])[NH:29][CH:28]=1)=[O:26])[C:18]1[CH:19]=[CH:20][CH:21]=[CH:22][CH:23]=1. The catalyst class is: 495. (5) Reactant: C(O[C:5](=[O:7])[CH3:6])(=O)C.[NH2:8][C:9]1[CH:10]=[C:11]([CH:14]=[C:15]([N:18]2[CH2:23][CH2:22][C@@H:21]([NH2:24])[C@H:20]([O:25][Si:26]([C:29]([CH3:32])([CH3:31])[CH3:30])([CH3:28])[CH3:27])[CH2:19]2)[C:16]=1[Cl:17])[C:12]#[N:13]. Product: [NH2:8][C:9]1[C:16]([Cl:17])=[C:15]([N:18]2[CH2:23][CH2:22][C@@H:21]([NH:24][C:5](=[O:7])[CH3:6])[C@H:20]([O:25][Si:26]([C:29]([CH3:31])([CH3:30])[CH3:32])([CH3:27])[CH3:28])[CH2:19]2)[CH:14]=[C:11]([C:12]#[N:13])[CH:10]=1. The catalyst class is: 4. (6) Reactant: [Cl:1][C:2]1[CH:7]=[CH:6][CH:5]=[C:4]([CH3:8])[C:3]=1[NH:9][C:10]1[NH:11][C:12]2[C:18]3[CH2:19][C:20]([CH3:23])([CH3:22])[O:21][C:17]=3[C:16]([C:24]([NH:26][C:27]3[CH:32]=[C:31]([C:33]([F:36])([F:35])[F:34])[CH:30]=[CH:29][C:28]=3[F:37])=[O:25])=[CH:15][C:13]=2[N:14]=1.[CH3:38][S:39]([OH:42])(=[O:41])=[O:40]. Product: [CH3:38][S:39]([OH:42])(=[O:41])=[O:40].[Cl:1][C:2]1[CH:7]=[CH:6][CH:5]=[C:4]([CH3:8])[C:3]=1[NH:9][C:10]1[NH:11][C:12]2[C:18]3[CH2:19][C:20]([CH3:22])([CH3:23])[O:21][C:17]=3[C:16]([C:24]([NH:26][C:27]3[CH:32]=[C:31]([C:33]([F:36])([F:34])[F:35])[CH:30]=[CH:29][C:28]=3[F:37])=[O:25])=[CH:15][C:13]=2[N:14]=1. The catalyst class is: 21. (7) Reactant: [N:1]1([C:10]2[N:18]=[C:17](Cl)[N:16]=[C:15]3[C:11]=2[N:12]=[CH:13][NH:14]3)[C:5]2[CH:6]=[CH:7][CH:8]=[CH:9][C:4]=2[N:3]=[CH:2]1.[NH2:20][C@H:21]1[CH2:26][CH2:25][C@H:24]([OH:27])[CH2:23][CH2:22]1. Product: [N:1]1([C:10]2[N:18]=[C:17]([NH:20][C@H:21]3[CH2:26][CH2:25][C@H:24]([OH:27])[CH2:23][CH2:22]3)[N:16]=[C:15]3[C:11]=2[N:12]=[CH:13][NH:14]3)[C:5]2[CH:6]=[CH:7][CH:8]=[CH:9][C:4]=2[N:3]=[CH:2]1. The catalyst class is: 16. (8) Product: [F:55][C:54]([F:57])([F:56])[C:52]([OH:58])=[O:53].[CH3:22][N:15]1[C:16]2[C:21](=[CH:20][CH:19]=[CH:18][CH:17]=2)[C@:13]2([CH2:12][C@H:11]2[C:7]2[CH:6]=[C:5]3[C:10]([C:2]([C:32]4[CH:33]=[CH:34][C:35]([N:38]5[CH2:39][CH2:40][NH:41][CH2:42][CH2:43]5)=[CH:36][CH:37]=4)=[N:3][NH:4]3)=[CH:9][CH:8]=2)[C:14]1=[O:23]. The catalyst class is: 2. Reactant: I[C:2]1[C:10]2[C:5](=[CH:6][C:7]([C@H:11]3[C@@:13]4([C:21]5[C:16](=[CH:17][CH:18]=[CH:19][CH:20]=5)[N:15]([CH3:22])[C:14]4=[O:23])[CH2:12]3)=[CH:8][CH:9]=2)[NH:4][N:3]=1.CC1(C)C(C)(C)OB([C:32]2[CH:37]=[CH:36][C:35]([N:38]3[CH2:43][CH2:42][N:41](C(OC(C)(C)C)=O)[CH2:40][CH2:39]3)=[CH:34][CH:33]=2)O1.[C:52]([OH:58])([C:54]([F:57])([F:56])[F:55])=[O:53]. (9) Reactant: [C:1]1([C:7]2[N:12]=[CH:11][C:10]([C:13]3[N:14]=[C:15]([CH:18]4[CH2:23][CH2:22][CH2:21][N:20](C(OC(C)(C)C)=O)[CH2:19]4)[NH:16][CH:17]=3)=[CH:9][N:8]=2)[CH:6]=[CH:5][CH:4]=[CH:3][CH:2]=1.FC(F)(F)C(O)=O. Product: [C:1]1([C:7]2[N:12]=[CH:11][C:10]([C:13]3[NH:14][C:15]([CH:18]4[CH2:23][CH2:22][CH2:21][NH:20][CH2:19]4)=[N:16][CH:17]=3)=[CH:9][N:8]=2)[CH:2]=[CH:3][CH:4]=[CH:5][CH:6]=1. The catalyst class is: 11.